From a dataset of Forward reaction prediction with 1.9M reactions from USPTO patents (1976-2016). Predict the product of the given reaction. (1) Given the reactants C(Cl)CCl.[Cl:5][C:6]1[CH:7]=[CH:8][C:9]([CH2:14][N:15]2[CH2:18][CH:17]([OH:19])[CH2:16]2)=[C:10]([CH:13]=1)[CH2:11][NH2:12].[C:20]([N:27]1[CH2:34][CH2:33][CH2:32][C@H:28]1[C:29](O)=[O:30])([O:22][C:23]([CH3:26])([CH3:25])[CH3:24])=[O:21].C1C=NC2N(O)N=NC=2C=1, predict the reaction product. The product is: [Cl:5][C:6]1[CH:7]=[CH:8][C:9]([CH2:14][N:15]2[CH2:16][CH:17]([OH:19])[CH2:18]2)=[C:10]([CH:13]=1)[CH2:11][NH:12][C:29](=[O:30])[C@@H:28]1[CH2:32][CH2:33][CH2:34][N:27]1[C:20]([O:22][C:23]([CH3:25])([CH3:24])[CH3:26])=[O:21]. (2) Given the reactants Br[C:2]1[CH:3]=[C:4]([CH:6]=[C:7]([Br:9])[CH:8]=1)[NH2:5].C([Sn](CCCC)(CCCC)[C:15]1[N:20]=[CH:19][CH:18]=[CH:17][N:16]=1)CCC, predict the reaction product. The product is: [N:16]1[CH:17]=[CH:18][CH:19]=[N:20][C:15]=1[C:2]1[CH:3]=[C:4]([CH:6]=[C:7]([C:15]2[N:16]=[CH:17][CH:18]=[CH:19][N:20]=2)[CH:8]=1)[NH2:5].[Br:9][C:7]1[CH:6]=[C:4]([CH:3]=[C:2]([C:15]2[N:20]=[CH:19][CH:18]=[CH:17][N:16]=2)[CH:8]=1)[NH2:5]. (3) Given the reactants [Br:1][C:2]1[C:7]([CH3:8])=[CH:6][C:5]([NH2:9])=[CH:4][C:3]=1[CH3:10].[F:11][CH2:12][CH2:13]OS(C1C=CC(C)=CC=1)(=O)=O.N1C(C)=CC=CC=1C, predict the reaction product. The product is: [Br:1][C:2]1[C:7]([CH3:8])=[CH:6][C:5]([NH:9][CH2:13][CH2:12][F:11])=[CH:4][C:3]=1[CH3:10]. (4) Given the reactants [C:1]([CH2:4][CH2:5][O:6][CH2:7][CH2:8][O:9][CH2:10][CH2:11][O:12][CH2:13][CH2:14][O:15][CH2:16][CH2:17][O:18][CH2:19][CH2:20][O:21][CH2:22][CH2:23][C:24]([OH:26])=[O:25])([OH:3])=O.[CH3:27][C:28]1([CH2:33][C:34]2([CH2:39][CH2:40][C:41]3[CH:46]=[CH:45][C:44]([NH2:47])=[CH:43][CH:42]=3)[O:38][CH2:37][CH2:36][O:35]2)[O:32][CH2:31][CH2:30][O:29]1.CCN=C=NCCCN(C)C, predict the reaction product. The product is: [CH3:27][C:28]1([CH2:33][C:34]2([CH2:39][CH2:40][C:41]3[CH:42]=[CH:43][C:44]([NH:47][C:1]([CH2:4][CH2:5][O:6][CH2:7][CH2:8][O:9][CH2:10][CH2:11][O:12][CH2:13][CH2:14][O:15][CH2:16][CH2:17][O:18][CH2:19][CH2:20][O:21][CH2:22][CH2:23][C:24]([OH:26])=[O:25])=[O:3])=[CH:45][CH:46]=3)[O:35][CH2:36][CH2:37][O:38]2)[O:32][CH2:31][CH2:30][O:29]1. (5) The product is: [C:28]([O:27][C:25]([N:8]1[CH2:13][CH2:12][C:11]2[N:14]=[CH:15][S:16][C:10]=2[CH2:9]1)=[O:26])([CH3:29])([CH3:30])[CH3:31]. Given the reactants [OH-].[Na+].C(OC([N:8]1[CH2:13][CH2:12][C:11]2[N:14]=[CH:15][S:16][C:10]=2[CH2:9]1)=O)C.[C:25](O[C:25]([O:27][C:28]([CH3:31])([CH3:30])[CH3:29])=[O:26])([O:27][C:28]([CH3:31])([CH3:30])[CH3:29])=[O:26].Cl, predict the reaction product. (6) Given the reactants C(OC([NH:11][C:12]1[CH:17]=[CH:16][C:15]([C:18]2[CH2:23][CH2:22][N:21]([C:24]([O:26][C:27]([CH3:30])([CH3:29])[CH3:28])=[O:25])[CH2:20][CH:19]=2)=[CH:14][C:13]=1[CH2:31][CH3:32])=O)C1C=CC=CC=1, predict the reaction product. The product is: [NH2:11][C:12]1[CH:17]=[CH:16][C:15]([CH:18]2[CH2:19][CH2:20][N:21]([C:24]([O:26][C:27]([CH3:29])([CH3:28])[CH3:30])=[O:25])[CH2:22][CH2:23]2)=[CH:14][C:13]=1[CH2:31][CH3:32].